This data is from Forward reaction prediction with 1.9M reactions from USPTO patents (1976-2016). The task is: Predict the product of the given reaction. (1) Given the reactants [CH2:1]([O:4][C:5]1[C:6]([Cl:14])=[N:7][C:8]([CH2:12][OH:13])=[CH:9][C:10]=1I)[CH:2]=[CH2:3].C([SnH](CCCC)CCCC)CCC, predict the reaction product. The product is: [Cl:14][C:6]1[N:7]=[C:8]([CH2:12][OH:13])[CH:9]=[C:10]2[CH:2]([CH3:3])[CH2:1][O:4][C:5]=12. (2) Given the reactants [I:1][Si](C)(C)C.COC([N:10]1[CH2:15][CH2:14][CH2:13][CH:12]([N:16]2[C:25]3[CH:24]=[CH:23][CH:22]=[C:21]([Cl:26])[C:20]=3[C:19]3=[N:27][O:28][C:29]([CH3:30])=[C:18]3[C:17]2=[O:31])[CH2:11]1)=O.CO.C(OCC)C, predict the reaction product. The product is: [IH:1].[Cl:26][C:21]1[C:20]2[C:19]3[C:18](=[C:29]([CH3:30])[O:28][N:27]=3)[C:17](=[O:31])[N:16]([CH:12]3[CH2:13][CH2:14][CH2:15][NH:10][CH2:11]3)[C:25]=2[CH:24]=[CH:23][CH:22]=1.